This data is from Forward reaction prediction with 1.9M reactions from USPTO patents (1976-2016). The task is: Predict the product of the given reaction. (1) Given the reactants [C:1]([O:5][C:6]([N:8]1[CH2:13][CH2:12][N:11]([C:14]2[CH:19]=[CH:18][C:17]([NH2:20])=[CH:16][C:15]=2[O:21][CH3:22])[CH2:10][CH2:9]1)=[O:7])([CH3:4])([CH3:3])[CH3:2].CCN(C(C)C)C(C)C.[CH:32]1([C:38]2[CH:46]=[CH:45][C:41]([C:42](Cl)=[O:43])=[CH:40][CH:39]=2)[CH2:37][CH2:36][CH2:35][CH2:34][CH2:33]1, predict the reaction product. The product is: [C:1]([O:5][C:6]([N:8]1[CH2:13][CH2:12][N:11]([C:14]2[CH:19]=[CH:18][C:17]([NH:20][C:42]([C:41]3[CH:45]=[CH:46][C:38]([CH:32]4[CH2:33][CH2:34][CH2:35][CH2:36][CH2:37]4)=[CH:39][CH:40]=3)=[O:43])=[CH:16][C:15]=2[O:21][CH3:22])[CH2:10][CH2:9]1)=[O:7])([CH3:4])([CH3:3])[CH3:2]. (2) Given the reactants [NH2:1][C:2]1[N:7]=[C:6]([C:8]2[NH:12][C:11]([C:13]3[CH:18]=[C:17]([Cl:19])[CH:16]=[CH:15][C:14]=3[CH3:20])=[C:10]([C:21]([O:23]CC)=[O:22])[CH:9]=2)[CH:5]=[CH:4][N:3]=1.[OH-].[K+].CCO, predict the reaction product. The product is: [NH2:1][C:2]1[N:7]=[C:6]([C:8]2[NH:12][C:11]([C:13]3[CH:18]=[C:17]([Cl:19])[CH:16]=[CH:15][C:14]=3[CH3:20])=[C:10]([C:21]([OH:23])=[O:22])[CH:9]=2)[CH:5]=[CH:4][N:3]=1. (3) Given the reactants [Cl:1][C:2]1[CH:3]=[C:4]2[CH:10]=[CH:9][NH:8][C:5]2=[CH:6][N:7]=1.[Br:11]Br, predict the reaction product. The product is: [Br:11][C:10]1[C:4]2[C:5](=[CH:6][N:7]=[C:2]([Cl:1])[CH:3]=2)[NH:8][CH:9]=1. (4) Given the reactants [NH2:1][C:2]1[N:3]=[CH:4][C:5]2[C:10]([C:11]([C:13]3[CH:18]=[C:17]([NH2:19])[CH:16]=[CH:15][N:14]=3)=[O:12])=[CH:9][N:8]([C:20]([CH3:30])([CH3:29])[CH2:21][O:22]C3CCCCO3)[C:6]=2[N:7]=1.[Cl:31][C:32]1[CH:37]=[CH:36][C:35]([CH2:38][C:39](O)=[O:40])=[CH:34][CH:33]=1.CCN(CC)CC.CCCP(O)(O)=O, predict the reaction product. The product is: [NH2:1][C:2]1[N:3]=[CH:4][C:5]2[C:10]([C:11]([C:13]3[CH:18]=[C:17]([NH:19][C:39](=[O:40])[CH2:38][C:35]4[CH:36]=[CH:37][C:32]([Cl:31])=[CH:33][CH:34]=4)[CH:16]=[CH:15][N:14]=3)=[O:12])=[CH:9][N:8]([C:20]([CH3:29])([CH3:30])[CH2:21][OH:22])[C:6]=2[N:7]=1. (5) Given the reactants [CH2:1]([O:8][C:9]([N:11]1[CH2:16][CH2:15][C:14](=[O:17])[CH2:13][CH2:12]1)=[O:10])[C:2]1[CH:7]=[CH:6][CH:5]=[CH:4][CH:3]=1.B(F)(F)F.[CH3:22]COCC.[N+](=[CH:29][C:30]([O:32][CH2:33][CH3:34])=[O:31])=[N-].[H-].[Na+].IC.[BH4-].[Na+], predict the reaction product. The product is: [OH:17][CH:14]1[CH2:15][CH2:16][N:11]([C:9]([O:8][CH2:1][C:2]2[CH:7]=[CH:6][CH:5]=[CH:4][CH:3]=2)=[O:10])[CH2:12][CH2:13][C:29]1([CH3:22])[C:30]([O:32][CH2:33][CH3:34])=[O:31]. (6) Given the reactants [CH3:1][O:2][C:3]1[C:8]([CH2:9][OH:10])=[CH:7][N:6]=[C:5](S(C)(=O)=O)[N:4]=1.[BH4-].[Na+], predict the reaction product. The product is: [CH3:1][O:2][C:3]1[C:8]([CH2:9][OH:10])=[CH:7][N:6]=[CH:5][N:4]=1. (7) The product is: [CH2:1]([O:8][C:9](=[O:26])[C@H:10]([N:14]([CH2:35][C:34]1[CH:33]=[CH:32][C:31]([C:30]([O:40][CH3:39])=[O:48])=[CH:38][CH:37]=1)[S:15]([C:18]1[CH:19]=[CH:20][C:21]([O:24][CH3:25])=[CH:22][CH:23]=1)(=[O:17])=[O:16])[CH:11]([CH3:13])[CH3:12])[C:2]1[CH:3]=[CH:4][CH:5]=[CH:6][CH:7]=1. Given the reactants [CH2:1]([O:8][C:9](=[O:26])[C@H:10]([NH:14][S:15]([C:18]1[CH:23]=[CH:22][C:21]([O:24][CH3:25])=[CH:20][CH:19]=1)(=[O:17])=[O:16])[CH:11]([CH3:13])[CH3:12])[C:2]1[CH:7]=[CH:6][CH:5]=[CH:4][CH:3]=1.C([CH2:30][C:31]1[CH:38]=[CH:37][C:34]([CH2:35]Br)=[CH:33][CH:32]=1)(O)=O.[C:39](=O)([O-])[O-:40].[K+].[K+].CN(C)C=[O:48], predict the reaction product.